This data is from Full USPTO retrosynthesis dataset with 1.9M reactions from patents (1976-2016). The task is: Predict the reactants needed to synthesize the given product. Given the product [C:1]1([CH2:7][O:8][C@@H:9]([CH3:26])[C@@H:10]([C:22]([O:24][CH3:25])=[O:23])[NH2:11])[CH:2]=[CH:3][CH:4]=[CH:5][CH:6]=1, predict the reactants needed to synthesize it. The reactants are: [C:1]1([CH2:7][O:8][C@@H:9]([CH3:26])[C@@H:10]([C:22]([O:24][CH3:25])=[O:23])[NH:11]C(OCC2C=CC=CC=2)=O)[CH:6]=[CH:5][CH:4]=[CH:3][CH:2]=1.